From a dataset of Full USPTO retrosynthesis dataset with 1.9M reactions from patents (1976-2016). Predict the reactants needed to synthesize the given product. (1) The reactants are: [CH3:1][N:2]([CH2:4][SiH2:5][NH:6][SiH3])[CH3:3].Cl[Si](C)(Cl)[N:10]([CH3:12])[CH3:11].ClC([SiH3])Cl.[CH3:19][NH:20][CH3:21]. Given the product [CH3:1][N:2]([C:4]([SiH2:5][NH2:6])([N:20]([CH3:21])[CH3:19])[N:10]([CH3:12])[CH3:11])[CH3:3], predict the reactants needed to synthesize it. (2) The reactants are: [CH2:1]([N:8]1[CH2:12][CH:11]([C:13]2[CH:18]=[C:17]([F:19])[C:16]([F:20])=[CH:15][C:14]=2[F:21])[CH:10]([N+:22]([O-])=O)[CH2:9]1)[C:2]1[CH:7]=[CH:6][CH:5]=[CH:4][CH:3]=1.CO.CC(O)=O.C(N(C(C)C)C(C)C)C.[CH3:40][C:41]([O:44][C:45](O[C:45]([O:44][C:41]([CH3:43])([CH3:42])[CH3:40])=[O:46])=[O:46])([CH3:43])[CH3:42]. Given the product [CH2:1]([N:8]1[CH2:12][CH:11]([C:13]2[CH:18]=[C:17]([F:19])[C:16]([F:20])=[CH:15][C:14]=2[F:21])[CH:10]([NH:22][C:45](=[O:46])[O:44][C:41]([CH3:43])([CH3:42])[CH3:40])[CH2:9]1)[C:2]1[CH:7]=[CH:6][CH:5]=[CH:4][CH:3]=1, predict the reactants needed to synthesize it. (3) Given the product [CH:1]1([N:4]2[CH2:5][CH2:6][N:7]([C:10]3[N:15]=[N:14][C:13]([C:16]4[CH:21]=[CH:20][C:19]([NH:22][C:26]([CH:23]5[CH2:25][CH2:24]5)=[O:27])=[CH:18][CH:17]=4)=[CH:12][CH:11]=3)[CH2:8][CH2:9]2)[CH2:3][CH2:2]1, predict the reactants needed to synthesize it. The reactants are: [CH:1]1([N:4]2[CH2:9][CH2:8][N:7]([C:10]3[N:15]=[N:14][C:13]([C:16]4[CH:21]=[CH:20][C:19]([NH2:22])=[CH:18][CH:17]=4)=[CH:12][CH:11]=3)[CH2:6][CH2:5]2)[CH2:3][CH2:2]1.[CH:23]1([C:26](Cl)=[O:27])[CH2:25][CH2:24]1. (4) Given the product [C:26]([O:16][CH2:15][C:13]1[S:14][C:10]([N:1]2[C:5]3[CH:6]=[CH:7][CH:8]=[CH:9][C:4]=3[N:3]=[CH:2]2)=[CH:11][C:12]=1[O:17][CH2:18][C:19]1[CH:24]=[CH:23][CH:22]=[CH:21][C:20]=1[CH3:25])(=[O:28])[CH3:27], predict the reactants needed to synthesize it. The reactants are: [N:1]1([C:10]2[S:14][C:13]([CH2:15][OH:16])=[C:12]([O:17][CH2:18][C:19]3[CH:24]=[CH:23][CH:22]=[CH:21][C:20]=3[CH3:25])[CH:11]=2)[C:5]2[CH:6]=[CH:7][CH:8]=[CH:9][C:4]=2[N:3]=[CH:2]1.[C:26](OC(=O)C)(=[O:28])[CH3:27].C(OCC)(=O)C. (5) Given the product [C:37]([O:29][CH2:28][C:2]([F:1])([F:30])[CH2:3][N:4]1[C:8]([C:9]2[CH:10]=[CH:11][C:12]([F:15])=[CH:13][CH:14]=2)=[C:7]([C:16]2[CH:17]=[CH:18][C:19]3[O:24][CH2:23][C:22](=[O:25])[NH:21][C:20]=3[CH:26]=2)[C:6]([CH3:27])=[N:5]1)(=[O:38])[CH2:36][CH2:35][C:34]([O:33][CH2:31][CH3:32])=[O:40], predict the reactants needed to synthesize it. The reactants are: [F:1][C:2]([F:30])([CH2:28][OH:29])[CH2:3][N:4]1[C:8]([C:9]2[CH:14]=[CH:13][C:12]([F:15])=[CH:11][CH:10]=2)=[C:7]([C:16]2[CH:17]=[CH:18][C:19]3[O:24][CH2:23][C:22](=[O:25])[NH:21][C:20]=3[CH:26]=2)[C:6]([CH3:27])=[N:5]1.[CH2:31]([O:33][C:34](=[O:40])[CH2:35][CH2:36][C:37](O)=[O:38])[CH3:32].CCN=C=NCCCN(C)C.C([O-])(O)=O.[Na+].